Dataset: Forward reaction prediction with 1.9M reactions from USPTO patents (1976-2016). Task: Predict the product of the given reaction. (1) The product is: [C:1]([O:5][C:6]([N:8]1[CH2:13][CH2:12][N:11]([C:14]2[CH:19]=[CH:18][CH:17]=[CH:16][C:15]=2[O:20][CH2:21][CH:22]([NH2:24])[CH3:23])[CH2:10][CH2:9]1)=[O:7])([CH3:4])([CH3:3])[CH3:2]. Given the reactants [C:1]([O:5][C:6]([N:8]1[CH2:13][CH2:12][N:11]([C:14]2[CH:19]=[CH:18][CH:17]=[CH:16][C:15]=2[O:20][CH2:21][CH:22]([NH:24]C(OCC2C=CC=CC=2)=O)[CH3:23])[CH2:10][CH2:9]1)=[O:7])([CH3:4])([CH3:3])[CH3:2], predict the reaction product. (2) Given the reactants Cl[CH2:2][CH2:3][CH2:4][O:5][C:6]1[CH:11]=[CH:10][C:9]([NH:12][CH:13]=[C:14]2[C:22]3[C:17](=[CH:18][CH:19]=[CH:20][CH:21]=3)[NH:16][C:15]2=[O:23])=[CH:8][CH:7]=1.[Na+].[I-:25], predict the reaction product. The product is: [I:25][CH2:2][CH2:3][CH2:4][O:5][C:6]1[CH:11]=[CH:10][C:9]([NH:12][CH:13]=[C:14]2[C:22]3[C:17](=[CH:18][CH:19]=[CH:20][CH:21]=3)[NH:16][C:15]2=[O:23])=[CH:8][CH:7]=1. (3) The product is: [CH2:63]([C:47]1[CH:48]=[C:49]([O:52][C:53]2[CH:54]=[C:55]([C@H:60]([NH:62][C:26]([C:28]3[N:29]([CH3:39])[C:30]4[C:35]([C:36]=3[CH3:37])=[CH:34][C:33]([F:38])=[CH:32][CH:31]=4)=[O:27])[CH3:61])[CH:56]=[C:57]([F:59])[CH:58]=2)[CH:50]=[CH:51][C:46]=1[CH2:45][CH2:44][C:43]([OH:42])=[O:65])[CH3:64]. Given the reactants FC1C=C(C=C(C(N[C:26]([C:28]2[N:29]([CH3:39])[C:30]3[C:35]([C:36]=2[CH3:37])=[CH:34][C:33]([F:38])=[CH:32][CH:31]=3)=[O:27])C)C=1)OC1C=CC(OC(C)(C)C(O)=O)=C(C)C=1.C([O:42][C:43](=[O:65])[CH2:44][CH2:45][C:46]1[CH:51]=[CH:50][C:49]([O:52][C:53]2[CH:58]=[C:57]([F:59])[CH:56]=[C:55]([C@H:60]([NH2:62])[CH3:61])[CH:54]=2)=[CH:48][C:47]=1[CH2:63][CH3:64])C, predict the reaction product. (4) The product is: [Cl:7][CH:5]([O:4][C:2]([N:8]1[CH2:13][CH2:12][S:11](=[O:15])(=[O:14])[CH2:10][CH2:9]1)=[O:3])[CH3:6]. Given the reactants Cl[C:2]([O:4][CH:5]([Cl:7])[CH3:6])=[O:3].[NH:8]1[CH2:13][CH2:12][S:11](=[O:15])(=[O:14])[CH2:10][CH2:9]1.N1C=CC=CC=1, predict the reaction product. (5) Given the reactants [CH2:1]([O:8][C:9]([NH:11][CH2:12][CH:13]([OH:18])[CH2:14][C:15]([OH:17])=[O:16])=[O:10])[C:2]1[CH:7]=[CH:6][CH:5]=[CH:4][CH:3]=1.[CH2:19](Br)[C:20]1[CH:25]=[CH:24][CH:23]=[CH:22][CH:21]=1, predict the reaction product. The product is: [CH2:19]([O:16][C:15](=[O:17])[CH2:14][CH:13]([OH:18])[CH2:12][NH:11][C:9]([O:8][CH2:1][C:2]1[CH:3]=[CH:4][CH:5]=[CH:6][CH:7]=1)=[O:10])[C:20]1[CH:25]=[CH:24][CH:23]=[CH:22][CH:21]=1. (6) Given the reactants C(OC([N:8]1[CH2:13][CH2:12][CH:11]([C:14]2[CH:19]=[CH:18][C:17]([NH:20][C:21]([C:23]3[N:24](COCC[Si](C)(C)C)[CH:25]=[C:26]([C:28]#[N:29])[N:27]=3)=[O:22])=[C:16]([C:38]3[CH2:43][CH2:42][CH2:41][CH2:40][CH:39]=3)[CH:15]=2)[CH2:10][CH2:9]1)=O)(C)(C)C.[C:44]([OH:50])([C:46]([F:49])([F:48])[F:47])=[O:45], predict the reaction product. The product is: [F:47][C:46]([F:49])([F:48])[C:44]([OH:50])=[O:45].[C:38]1([C:16]2[CH:15]=[C:14]([CH:11]3[CH2:10][CH2:9][NH:8][CH2:13][CH2:12]3)[CH:19]=[CH:18][C:17]=2[NH:20][C:21]([C:23]2[NH:24][CH:25]=[C:26]([C:28]#[N:29])[N:27]=2)=[O:22])[CH2:43][CH2:42][CH2:41][CH2:40][CH:39]=1.